Dataset: Forward reaction prediction with 1.9M reactions from USPTO patents (1976-2016). Task: Predict the product of the given reaction. (1) The product is: [CH3:1][C:2]1[CH:3]=[C:4]([CH2:24][N:25]([CH3:33])[CH2:26][CH:27]2[CH2:28][CH2:29][N:30]([CH3:34])[CH2:31][CH2:32]2)[CH:5]=[C:6]2[C:10]=1[C:9](=[O:11])[N:8]([CH2:12][C:13]1[CH:14]=[CH:15][C:16]([O:19][C:20]([F:23])([F:21])[F:22])=[CH:17][CH:18]=1)[CH2:7]2. Given the reactants [CH3:1][C:2]1[CH:3]=[C:4]([CH2:24][N:25]([CH3:33])[CH2:26][CH:27]2[CH2:32][CH2:31][NH:30][CH2:29][CH2:28]2)[CH:5]=[C:6]2[C:10]=1[C:9](=[O:11])[N:8]([CH2:12][C:13]1[CH:18]=[CH:17][C:16]([O:19][C:20]([F:23])([F:22])[F:21])=[CH:15][CH:14]=1)[CH2:7]2.[CH:34](O)=O.C=O.C([BH3-])#N.[Na+], predict the reaction product. (2) Given the reactants [CH3:1][C:2]1[CH:3]=[CH:4][C:5]([C:8]2[CH:9]=[C:10]([CH:14]=[C:15]([C:17]3[CH2:21][C@@H:20]([C:22]4[CH:27]=[CH:26][CH:25]=[CH:24][N:23]=4)[O:19][N:18]=3)[CH:16]=2)[C:11](O)=[O:12])=[N:6][CH:7]=1.Cl.[F:29][C:30]1[CH:31]=[CH:32][C:33]([C@H:37]([NH2:39])[CH3:38])=[N+:34]([O-:36])[CH:35]=1.C(Cl)CCl.C1C=NC2N(O)N=NC=2C=1.C(N(CC)CC)C, predict the reaction product. The product is: [F:29][C:30]1[CH:31]=[CH:32][C:33]([C@H:37]([NH:39][C:11](=[O:12])[C:10]2[CH:14]=[C:15]([C:17]3[CH2:21][C@@H:20]([C:22]4[CH:27]=[CH:26][CH:25]=[CH:24][N:23]=4)[O:19][N:18]=3)[CH:16]=[C:8]([C:5]3[CH:4]=[CH:3][C:2]([CH3:1])=[CH:7][N:6]=3)[CH:9]=2)[CH3:38])=[N+:34]([O-:36])[CH:35]=1.